The task is: Binary classification across 12 toxicity assays.. This data is from Tox21: 12 toxicity assays (nuclear receptors and stress response pathways). The drug is CC[C@H](C)[C@@H](NC(=O)[C@H](CCC(=O)O)NC(=O)[C@H](CC(C)C)NC(=O)[C@@H]1CSC([C@H](N)[C@H](C)CC)=N1)C(=O)N[C@@H]1CCCCNC(=O)[C@@H](CC(N)=O)NC(=O)[C@@H](CC(=O)O)NC(=O)[C@@H](Cc2cnc[nH]2)NC(=O)[C@@H](Cc2ccccc2)NC(=O)[C@@H]([C@H](C)CC)NC(=O)[C@@H](CCCN)NC1=O. It tested positive (active) for: NR-ER (Estrogen Receptor agonist activity).